From a dataset of Full USPTO retrosynthesis dataset with 1.9M reactions from patents (1976-2016). Predict the reactants needed to synthesize the given product. (1) Given the product [CH2:26]([O:25][C:23](=[O:24])[C:22]([O:18][C:5]1[CH:6]=[CH:7][C:8]([O:10][CH2:11][C:12]2[CH:17]=[CH:16][CH:15]=[CH:14][CH:13]=2)=[CH:9][C:4]=1[CH2:1][CH:2]=[CH2:3])([CH3:29])[CH3:28])[CH3:27], predict the reactants needed to synthesize it. The reactants are: [CH2:1]([C:4]1[CH:9]=[C:8]([O:10][CH2:11][C:12]2[CH:17]=[CH:16][CH:15]=[CH:14][CH:13]=2)[CH:7]=[CH:6][C:5]=1[OH:18])[CH:2]=[CH2:3].[H-].[Na+].Br[C:22]([CH3:29])([CH3:28])[C:23]([O:25][CH2:26][CH3:27])=[O:24]. (2) Given the product [OH:17][C@H:10]([C:11]1[CH:12]=[N:13][CH:14]=[CH:15][CH:16]=1)[CH2:9][NH:8][CH2:18][C@H:19]1[CH2:28][CH2:27][C:26]2[C:21](=[CH:22][CH:23]=[C:24]([S:29]([C:32]3[CH:33]=[C:34]([CH:39]=[CH:40][CH:41]=3)[C:35]([OH:37])=[O:36])(=[O:31])=[O:30])[CH:25]=2)[O:20]1, predict the reactants needed to synthesize it. The reactants are: C(OC([N:8]([CH2:18][C@H:19]1[CH2:28][CH2:27][C:26]2[C:21](=[CH:22][CH:23]=[C:24]([S:29]([C:32]3[CH:33]=[C:34]([CH:39]=[CH:40][CH:41]=3)[C:35]([O:37]C)=[O:36])(=[O:31])=[O:30])[CH:25]=2)[O:20]1)[CH2:9][C@H:10]([OH:17])[C:11]1[CH:12]=[N:13][CH:14]=[CH:15][CH:16]=1)=O)(C)(C)C.Cl. (3) The reactants are: [CH3:1][O:2][C:3]1[N:8]=[C:7]([O:9][CH3:10])[C:6]([C:11]2[CH:20]=[C:19]3[C:14]([C:15](Cl)=[C:16]([C:21]([NH2:23])=[O:22])[CH:17]=[N:18]3)=[CH:13][CH:12]=2)=[CH:5][N:4]=1.[NH2:25][C:26]1[CH:27]=[C:28]([NH:32][C:33](=[O:38])[C:34]([F:37])([F:36])[F:35])[CH:29]=[CH:30][CH:31]=1. Given the product [F:35][C:34]([F:37])([F:36])[C:33]([OH:38])=[O:2].[CH3:1][O:2][C:3]1[N:8]=[C:7]([O:9][CH3:10])[C:6]([C:11]2[CH:20]=[C:19]3[C:14]([C:15]([NH:25][C:26]4[CH:31]=[CH:30][CH:29]=[C:28]([NH:32][C:33](=[O:38])[C:34]([F:35])([F:36])[F:37])[CH:27]=4)=[C:16]([C:21]([NH2:23])=[O:22])[CH:17]=[N:18]3)=[CH:13][CH:12]=2)=[CH:5][N:4]=1, predict the reactants needed to synthesize it. (4) Given the product [O:24]1[CH2:25][CH2:26][CH:21]([O:20][C:18]([NH:17][C:11]2([C:9]([OH:10])=[O:8])[CH2:12][CH2:13][CH2:14][CH2:15][CH2:16]2)=[O:19])[CH2:22][CH2:23]1, predict the reactants needed to synthesize it. The reactants are: C([O:8][C:9]([C:11]1([NH:17][C:18]([O:20][CH:21]2[CH2:26][CH2:25][O:24][CH2:23][CH2:22]2)=[O:19])[CH2:16][CH2:15][CH2:14][CH2:13][CH2:12]1)=[O:10])C1C=CC=CC=1. (5) Given the product [CH2:11]([O:8][C:5]1[CH:6]=[CH:7][C:2]([Br:1])=[N:3][CH:4]=1)[C:12]1[CH:17]=[CH:16][CH:15]=[CH:14][CH:13]=1, predict the reactants needed to synthesize it. The reactants are: [Br:1][C:2]1[CH:7]=[CH:6][C:5]([OH:8])=[CH:4][N:3]=1.[H-].[Na+].[CH2:11](Br)[C:12]1[CH:17]=[CH:16][CH:15]=[CH:14][CH:13]=1.CCOC(C)=O. (6) Given the product [N:1]1([CH2:7][C:8]2[CH:13]=[CH:12][C:11]([N:14]3[CH2:19][CH2:18][CH:17]([N:21]4[CH2:26][CH2:25][O:24][CH2:23][CH2:22]4)[CH2:16][CH2:15]3)=[CH:10][CH:9]=2)[CH2:6][CH2:5][O:4][CH2:3][CH2:2]1, predict the reactants needed to synthesize it. The reactants are: [N:1]1([CH2:7][C:8]2[CH:13]=[CH:12][C:11]([N:14]3[CH2:19][CH2:18][C:17](=O)[CH2:16][CH2:15]3)=[CH:10][CH:9]=2)[CH2:6][CH2:5][O:4][CH2:3][CH2:2]1.[NH:21]1[CH2:26][CH2:25][O:24][CH2:23][CH2:22]1. (7) Given the product [CH3:1][O:2][C:3]([C:5]1[S:6][C:7]([C:26]#[C:27][C:28]([CH3:30])([CH3:29])[CH3:31])=[CH:8][C:9]=1[N:10]([C:17]([C@H:19]1[CH2:20][CH2:21][C@H:22]([CH3:25])[CH2:23][CH2:24]1)=[O:18])[CH:11]1[CH2:12][CH2:13][N:14]([CH3:34])[CH2:15][CH2:16]1)=[O:4], predict the reactants needed to synthesize it. The reactants are: [CH3:1][O:2][C:3]([C:5]1[S:6][C:7]([C:26]#[C:27][C:28]([CH3:31])([CH3:30])[CH3:29])=[CH:8][C:9]=1[N:10]([C:17]([C@H:19]1[CH2:24][CH2:23][C@H:22]([CH3:25])[CH2:21][CH2:20]1)=[O:18])[CH:11]1[CH2:16][CH2:15][NH:14][CH2:13][CH2:12]1)=[O:4].C=O.[C:34](O[BH-](OC(=O)C)OC(=O)C)(=O)C.[Na+].O. (8) Given the product [NH2:15][CH2:14][C:13]1[CH:12]=[C:11]([NH:10][C:8]([C:6]2[CH:5]=[CH:4][N:3]=[C:2]([Cl:1])[CH:7]=2)=[O:9])[CH:25]=[CH:24][CH:23]=1, predict the reactants needed to synthesize it. The reactants are: [Cl:1][C:2]1[CH:7]=[C:6]([C:8]([NH:10][C:11]2[CH:12]=[C:13]([CH:23]=[CH:24][CH:25]=2)[CH2:14][NH:15]C(=O)OC(C)(C)C)=[O:9])[CH:5]=[CH:4][N:3]=1.Cl. (9) Given the product [NH2:2][CH2:3][C:4]1([C:17]([O:19][CH2:20][CH3:21])=[O:18])[CH2:9][CH2:8][NH:7][CH2:6][CH2:5]1, predict the reactants needed to synthesize it. The reactants are: Cl.[NH2:2][CH2:3][C:4]1([C:17]([O:19][CH2:20][CH3:21])=[O:18])[CH2:9][CH2:8][N:7](C(OC(C)(C)C)=O)[CH2:6][CH2:5]1. (10) The reactants are: [CH3:1][NH:2][C:3]([C:5]1[C:10](=[O:11])[C:9]([C:12]2[CH:17]=[CH:16][CH:15]=[C:14]([CH2:18]O)[CH:13]=2)=[C:8]([CH3:20])[N:7]([CH:21]([C:23]2[CH:28]=[CH:27][C:26]([C:29]#[N:30])=[CH:25][CH:24]=2)[CH3:22])[CH:6]=1)=[O:4].COCCN(S(F)(F)[F:41])CCOC. Given the product [CH3:1][NH:2][C:3]([C:5]1[C:10](=[O:11])[C:9]([C:12]2[CH:17]=[CH:16][CH:15]=[C:14]([CH2:18][F:41])[CH:13]=2)=[C:8]([CH3:20])[N:7]([CH:21]([C:23]2[CH:28]=[CH:27][C:26]([C:29]#[N:30])=[CH:25][CH:24]=2)[CH3:22])[CH:6]=1)=[O:4], predict the reactants needed to synthesize it.